Dataset: Full USPTO retrosynthesis dataset with 1.9M reactions from patents (1976-2016). Task: Predict the reactants needed to synthesize the given product. Given the product [CH3:1][N:2]1[C:6]([B:16]([OH:19])[OH:17])=[CH:5][C:4]([C:7]([F:10])([F:9])[F:8])=[N:3]1, predict the reactants needed to synthesize it. The reactants are: [CH3:1][N:2]1[CH:6]=[CH:5][C:4]([C:7]([F:10])([F:9])[F:8])=[N:3]1.C([Li])CCC.[B:16](OC)([O:19]C)[O:17]C.